From a dataset of Experimentally validated miRNA-target interactions with 360,000+ pairs, plus equal number of negative samples. Binary Classification. Given a miRNA mature sequence and a target amino acid sequence, predict their likelihood of interaction. (1) The miRNA is mmu-miR-9-5p with sequence UCUUUGGUUAUCUAGCUGUAUGA. The protein sequence of the target gene is MSGSTQPVAQTWRAAEPRYPPHGISYPVQIARSHTDVGLLEYQHHPRDYTSHLSPGSIIQPQRRRPSLLSEFQPGSERSQELHLRPESRTFLPELGKPDIEFTESKRPRLELLPDTLLRPSPLLATGQPSGSEDLTKDRSLAGKLEPVSPPSPPHADPELELAPSRLSKEELIQNMDRVDREITMVEQQISKLKKKQQQLEEEAAKPPEPEKPVSPPPIESKHRSLVQIIYDENRKKAEAAHRILEGLGPQVELPLYNQPSDTRQYHENIKINQAMRKKLILYFKRRNHARKQWEQRFCQ.... Result: 1 (interaction). (2) The miRNA is mmu-miR-106b-5p with sequence UAAAGUGCUGACAGUGCAGAU. The protein sequence of the target gene is MAQDLSEKDLLKMEVEQLKKEVKNTRIPISKAGKEIKEYVEAQAGNDPFLKGIPEDKNPFKEKGGCLIS. Result: 0 (no interaction).